Dataset: Forward reaction prediction with 1.9M reactions from USPTO patents (1976-2016). Task: Predict the product of the given reaction. (1) Given the reactants [O:1]=[C:2]([CH2:9][CH2:10][CH3:11])[CH2:3][C:4]([O:6][CH2:7][CH3:8])=[O:5].[H-].[Na+].Br[CH2:15][C:16]1[CH:35]=[CH:34][C:19]2/[C:20](=[C:30](/[CH3:33])\[C:31]#[N:32])/[C:21]3[CH:28]=[CH:27][C:26]([F:29])=[CH:25][C:22]=3[O:23][CH2:24][C:18]=2[CH:17]=1.O, predict the reaction product. The product is: [C:31](/[C:30](=[C:20]1/[C:21]2[CH:28]=[CH:27][C:26]([F:29])=[CH:25][C:22]=2[O:23][CH2:24][C:18]2[CH:17]=[C:16]([CH2:15][CH:3]([C:2](=[O:1])[CH2:9][CH2:10][CH3:11])[C:4]([O:6][CH2:7][CH3:8])=[O:5])[CH:35]=[CH:34][C:19]/1=2)/[CH3:33])#[N:32]. (2) Given the reactants O=[C:2]1[CH2:5][CH:4]([C:6]([O:8][CH2:9][CH3:10])=[O:7])[CH2:3]1.C(O[BH-](OC(=O)C)OC(=O)C)(=O)C.[Na+].[CH2:25]([NH:32][CH2:33][C:34]1[CH:39]=[CH:38][CH:37]=[CH:36][CH:35]=1)[C:26]1[CH:31]=[CH:30][CH:29]=[CH:28][CH:27]=1, predict the reaction product. The product is: [CH2:33]([N:32]([CH2:25][C:26]1[CH:31]=[CH:30][CH:29]=[CH:28][CH:27]=1)[CH:2]1[CH2:5][CH:4]([C:6]([O:8][CH2:9][CH3:10])=[O:7])[CH2:3]1)[C:34]1[CH:39]=[CH:38][CH:37]=[CH:36][CH:35]=1. (3) Given the reactants C(N(CC)CC)C.Cl.[NH2:9][CH2:10][CH2:11][CH2:12][N:13]1[C:17]2[CH:18]=[C:19]([C:22]([OH:24])=[O:23])[CH:20]=[CH:21][C:16]=2[N:15]=[C:14]1[C:25]([O:27]C)=O.Cl, predict the reaction product. The product is: [O:27]=[C:25]1[C:14]2=[N:15][C:16]3[CH:21]=[CH:20][C:19]([C:22]([OH:24])=[O:23])=[CH:18][C:17]=3[N:13]2[CH2:12][CH2:11][CH2:10][NH:9]1. (4) Given the reactants [CH2:1]([CH:3]([C:6]1[C:10](I)=[CH:9][N:8]([C:12]2[CH:17]=[CH:16][C:15]([C:18]([F:21])([F:20])[F:19])=[CH:14][N:13]=2)[N:7]=1)[CH2:4][CH3:5])[CH3:2].C1(P(C2C=CC=CC=2)C2C=CC=CC=2)C=CC=CC=1.C(=O)([O-])[O-].[Na+].[Na+].[CH2:47]([OH:50])[CH:48]=[CH2:49], predict the reaction product. The product is: [CH2:1]([CH:3]([C:6]1[C:10]([CH2:49][CH2:48][CH:47]=[O:50])=[CH:9][N:8]([C:12]2[CH:17]=[CH:16][C:15]([C:18]([F:21])([F:20])[F:19])=[CH:14][N:13]=2)[N:7]=1)[CH2:4][CH3:5])[CH3:2]. (5) Given the reactants [Cl:1][C:2]1[CH:11]=[C:10]([O:12]CC2C=CC=CC=2)[CH:9]=[C:8]([Cl:20])[C:3]=1[O:4][CH2:5][CH2:6][OH:7], predict the reaction product. The product is: [Cl:1][C:2]1[CH:11]=[C:10]([OH:12])[CH:9]=[C:8]([Cl:20])[C:3]=1[O:4][CH2:5][CH2:6][OH:7]. (6) Given the reactants [NH:1]([CH2:3][C:4]([O-:6])=[O:5])[CH3:2].[Na+].Cl.[N:9]#[C:10][NH2:11], predict the reaction product. The product is: [OH2:5].[O:5]=[C:4]([CH2:3][N:1]([C:10](=[NH:9])[NH2:11])[CH3:2])[OH:6]. (7) Given the reactants Cl[C:2]([CH3:6])([CH3:5])[C:3]#[CH:4].[CH3:7][O:8][CH2:9][CH2:10][NH:11][CH3:12], predict the reaction product. The product is: [CH3:5][C:2]([N:11]([CH2:10][CH2:9][O:8][CH3:7])[CH3:12])([CH3:6])[C:3]#[CH:4].